Predict the reactants needed to synthesize the given product. From a dataset of Full USPTO retrosynthesis dataset with 1.9M reactions from patents (1976-2016). (1) Given the product [Br:1][C:2]1[CH:7]=[CH:6][C:5]([S:8]([NH:17][C:14]([CH3:16])([CH3:15])[CH3:13])(=[O:10])=[O:9])=[C:4]([CH3:12])[CH:3]=1, predict the reactants needed to synthesize it. The reactants are: [Br:1][C:2]1[CH:7]=[CH:6][C:5]([S:8](Cl)(=[O:10])=[O:9])=[C:4]([CH3:12])[CH:3]=1.[CH3:13][C:14]([NH2:17])([CH3:16])[CH3:15].C(N(CC)CC)C. (2) Given the product [CH2:2]([N:9]([CH2:20][C:21]1[CH:26]=[CH:25][CH:24]=[CH:23][CH:22]=1)[C@H:10]1[CH2:15][CH2:14][C@H:13]([C:16]#[N:29])[CH2:12][CH2:11]1)[C:3]1[CH:8]=[CH:7][CH:6]=[CH:5][CH:4]=1, predict the reactants needed to synthesize it. The reactants are: Cl.[CH2:2]([N:9]([CH2:20][C:21]1[CH:26]=[CH:25][CH:24]=[CH:23][CH:22]=1)[C@H:10]1[CH2:15][CH2:14][C@H:13]([C:16](OC)=O)[CH2:12][CH2:11]1)[C:3]1[CH:8]=[CH:7][CH:6]=[CH:5][CH:4]=1.C([N:29](CC)CC)C.[Cl-].[NH4+].CCCP1(OP(CCC)(=O)OP(CCC)(=O)O1)=O.